From a dataset of Reaction yield outcomes from USPTO patents with 853,638 reactions. Predict the reaction yield, written as a fraction of the theoretical maximum amount of product (1.0 means a 100% yield; for example, 0.34 means a 34% yield). (1) The reactants are [CH3:1][Si:2]([CH3:29])([CH3:28])[CH2:3][CH2:4][O:5][CH2:6][N:7]1[C:11]2[N:12]=[CH:13][N:14]=[C:15]([C:16]3[CH:17]=[N:18][N:19]([C:21]4([CH2:25][C:26]#[N:27])[CH2:24][NH:23][CH2:22]4)[CH:20]=3)[C:10]=2[CH:9]=[CH:8]1.C(N(CC)C(C)C)(C)C.[CH:39]1([S:42](Cl)(=[O:44])=[O:43])[CH2:41][CH2:40]1. The catalyst is O1CCCC1. The product is [CH:39]1([S:42]([N:23]2[CH2:22][C:21]([CH2:25][C:26]#[N:27])([N:19]3[CH:20]=[C:16]([C:15]4[C:10]5[CH:9]=[CH:8][N:7]([CH2:6][O:5][CH2:4][CH2:3][Si:2]([CH3:28])([CH3:1])[CH3:29])[C:11]=5[N:12]=[CH:13][N:14]=4)[CH:17]=[N:18]3)[CH2:24]2)(=[O:44])=[O:43])[CH2:41][CH2:40]1. The yield is 0.814. (2) The reactants are [C:1]1([C:19]2[CH:24]=[CH:23][CH:22]=[CH:21][CH:20]=2)[CH:6]=[CH:5][C:4]([C:7]2[CH:8]=[N:9][N:10]([C:12]3[CH:13]=[C:14]([OH:18])[CH:15]=[CH:16][CH:17]=3)[CH:11]=2)=[CH:3][CH:2]=1.I[C:26]1[CH:27]=[C:28]([N:32]2[C:36]([CH3:37])=[CH:35][C:34]([CH3:38])=[N:33]2)[CH:29]=[CH:30][CH:31]=1.N1C=CC=CC=1C(O)=O.[O-]P([O-])([O-])=O.[K+].[K+].[K+]. The catalyst is [Cu]I. The product is [C:1]1([C:19]2[CH:20]=[CH:21][CH:22]=[CH:23][CH:24]=2)[CH:6]=[CH:5][C:4]([C:7]2[CH:8]=[N:9][N:10]([C:12]3[CH:13]=[C:14]([CH:15]=[CH:16][CH:17]=3)[O:18][C:26]3[CH:27]=[C:28]([N:32]4[C:36]([CH3:37])=[CH:35][C:34]([CH3:38])=[N:33]4)[CH:29]=[CH:30][CH:31]=3)[CH:11]=2)=[CH:3][CH:2]=1. The yield is 0.790. (3) The reactants are [C:1]1([N:7]2[C:12](=[O:13])[NH:11][C:10](=[O:14])[C:9]([C:15]#[N:16])=[N:8]2)[CH:6]=[CH:5][CH:4]=[CH:3][CH:2]=1.CN(C=O)C.[H-].[Na+].[CH2:24](Br)[C:25]1[CH:30]=[CH:29][CH:28]=[CH:27][CH:26]=1. The catalyst is O. The product is [C:1]1([N:7]2[C:12](=[O:13])[N:11]([CH2:24][C:25]3[CH:30]=[CH:29][CH:28]=[CH:27][CH:26]=3)[C:10](=[O:14])[C:9]([C:15]#[N:16])=[N:8]2)[CH:2]=[CH:3][CH:4]=[CH:5][CH:6]=1. The yield is 0.810. (4) The reactants are [CH3:1][O:2][C:3]1[CH:8]=[CH:7][C:6]([NH:9][C:10]2[C:15]([N+:16]([O-])=O)=[CH:14][N:13]=[C:12]([NH:19][C:20]3[CH:21]=[N:22][N:23]([CH:25]4[CH2:30][CH2:29][N:28]([CH3:31])[CH2:27][CH2:26]4)[CH:24]=3)[N:11]=2)=[CH:5][CH:4]=1. The catalyst is CO.[Pd]. The product is [CH3:1][O:2][C:3]1[CH:8]=[CH:7][C:6]([NH:9][C:10]2[C:15]([NH2:16])=[CH:14][N:13]=[C:12]([NH:19][C:20]3[CH:21]=[N:22][N:23]([CH:25]4[CH2:30][CH2:29][N:28]([CH3:31])[CH2:27][CH2:26]4)[CH:24]=3)[N:11]=2)=[CH:5][CH:4]=1. The yield is 0.690. (5) The reactants are [N+](=[CH2:3])=[N-].[O:4]=[C:5]1[CH:12]2[CH2:13][C:8]3([NH:15][C:16](=[O:22])[O:17][C:18]([CH3:21])([CH3:20])[CH3:19])[CH2:9][CH:10]([CH2:14][CH:6]1[CH2:7]3)[CH2:11]2.[OH-].[K+]. The catalyst is CO.O. The product is [O:4]=[C:5]1[CH2:3][CH:6]2[CH2:7][C:8]3([NH:15][C:16](=[O:22])[O:17][C:18]([CH3:20])([CH3:19])[CH3:21])[CH2:9][CH:10]([CH2:11][CH:12]1[CH2:13]3)[CH2:14]2. The yield is 0.900. (6) The reactants are Cl[CH2:2][C:3]([NH:5][C:6]1[CH:27]=[CH:26][C:9]2[N:10]=[C:11]([NH:14][CH:15]3[C:19]4[C:20]([O:24][CH3:25])=[CH:21][CH:22]=[CH:23][C:18]=4[O:17][CH2:16]3)[O:12][CH2:13][C:8]=2[CH:7]=1)=[O:4].[CH3:28][N:29]1[CH2:34][CH2:33][NH:32][CH2:31][CH2:30]1. No catalyst specified. The product is [CH3:25][O:24][C:20]1[C:19]2[CH:15]([NH:14][C:11]3[O:12][CH2:13][C:8]4[CH:7]=[C:6]([NH:5][C:3](=[O:4])[CH2:2][N:32]5[CH2:33][CH2:34][N:29]([CH3:28])[CH2:30][CH2:31]5)[CH:27]=[CH:26][C:9]=4[N:10]=3)[CH2:16][O:17][C:18]=2[CH:23]=[CH:22][CH:21]=1. The yield is 0.790. (7) The reactants are [CH3:1][C:2]1[S:3][C:4]([C:8]([OH:10])=O)=[C:5]([CH3:7])[N:6]=1.[NH2:11][C:12]1[CH:13]=[C:14]([CH:31]=[CH:32][C:33]=1[CH3:34])[O:15][C:16]1[CH:17]=[CH:18][C:19]2[N:20]([CH:22]=[C:23]([NH:25][C:26]([CH:28]3[CH2:30][CH2:29]3)=[O:27])[N:24]=2)[N:21]=1.ON1C2C=CC=CC=2N=N1.Cl.C(N=C=NCCCN(C)C)C.C(N(CC)CC)C. The catalyst is CN(C)C=O. The product is [CH:28]1([C:26]([NH:25][C:23]2[N:24]=[C:19]3[CH:18]=[CH:17][C:16]([O:15][C:14]4[CH:31]=[CH:32][C:33]([CH3:34])=[C:12]([NH:11][C:8]([C:4]5[S:3][C:2]([CH3:1])=[N:6][C:5]=5[CH3:7])=[O:10])[CH:13]=4)=[N:21][N:20]3[CH:22]=2)=[O:27])[CH2:29][CH2:30]1. The yield is 0.410. (8) The reactants are [C:1]([O:5][C:6](=[O:22])[C:7]([S:10][C:11]1[CH:20]=[CH:19][C:18]2[CH2:17][CH:16]([NH2:21])[CH2:15][CH2:14][C:13]=2[CH:12]=1)([CH3:9])[CH3:8])([CH3:4])([CH3:3])[CH3:2].CCN(C(C)C)C(C)C.[C:32](Cl)(=[O:34])[CH3:33]. The catalyst is C(Cl)Cl. The product is [C:1]([O:5][C:6](=[O:22])[C:7]([S:10][C:11]1[CH:20]=[CH:19][C:18]2[CH2:17][CH:16]([NH:21][C:32](=[O:34])[CH3:33])[CH2:15][CH2:14][C:13]=2[CH:12]=1)([CH3:9])[CH3:8])([CH3:2])([CH3:3])[CH3:4]. The yield is 0.320. (9) The reactants are C([O-])(O)=O.[Na+].O.[CH3:7][CH:8]([CH2:12][CH:13]1[CH2:18][CH:17]([CH3:19])[CH2:16][C:15]([CH3:21])([CH3:20])[CH2:14]1)[CH2:9][CH2:10][OH:11].[O-]Cl.[Na+]. The catalyst is [K+].[Br-].CC1(C)N([O])C(C)(C)CCC1.C1(C)C=CC=CC=1. The product is [CH3:7][CH:8]([CH2:12][CH:13]1[CH2:18][CH:17]([CH3:19])[CH2:16][C:15]([CH3:20])([CH3:21])[CH2:14]1)[CH2:9][CH:10]=[O:11]. The yield is 0.450.